This data is from Peptide-MHC class II binding affinity with 134,281 pairs from IEDB. The task is: Regression. Given a peptide amino acid sequence and an MHC pseudo amino acid sequence, predict their binding affinity value. This is MHC class II binding data. (1) The peptide sequence is ESYKFIPALEAAVKQ. The MHC is DRB1_0101 with pseudo-sequence DRB1_0101. The binding affinity (normalized) is 0.746. (2) The peptide sequence is SQSLELSWNLNGLQAY. The MHC is DRB1_0802 with pseudo-sequence DRB1_0802. The binding affinity (normalized) is 0.500. (3) The peptide sequence is FEFNKKAIETLNDNT. The binding affinity (normalized) is 0.136. The MHC is DRB1_0301 with pseudo-sequence DRB1_0301.